This data is from Full USPTO retrosynthesis dataset with 1.9M reactions from patents (1976-2016). The task is: Predict the reactants needed to synthesize the given product. (1) Given the product [Br:1][C:2]1[C:6]2=[N:7][CH:8]=[CH:9][CH:10]=[C:5]2[N:4]([C:14]([C:13]2[C:17]([C:21]([F:22])([F:23])[F:24])=[CH:18][CH:19]=[CH:20][C:12]=2[Cl:11])=[O:15])[N:3]=1, predict the reactants needed to synthesize it. The reactants are: [Br:1][C:2]1[C:6]2=[N:7][CH:8]=[CH:9][CH:10]=[C:5]2[NH:4][N:3]=1.[Cl:11][C:12]1[CH:20]=[CH:19][CH:18]=[C:17]([C:21]([F:24])([F:23])[F:22])[C:13]=1[C:14](Cl)=[O:15].C(Cl)Cl. (2) Given the product [S:1]1[C:5]2[CH:6]=[CH:7][CH:8]=[CH:9][C:4]=2[N:3]=[C:2]1[NH:10][CH2:11][CH2:12][NH2:13], predict the reactants needed to synthesize it. The reactants are: [S:1]1[C:5]2[CH:6]=[CH:7][CH:8]=[CH:9][C:4]=2[N:3]=[C:2]1[NH:10][CH2:11][CH2:12][NH:13]C(=O)OC(C)(C)C. (3) The reactants are: [Cl:1][C:2]1[N:7]=[N:6][C:5]([C:8]([OH:10])=O)=[CH:4][CH:3]=1.S(Cl)(Cl)=O.[NH2:15][CH2:16][CH:17]([CH:19]1[CH2:21][CH2:20]1)[OH:18].C(N(CC)CC)C. Given the product [CH:19]1([CH:17]([OH:18])[CH2:16][NH:15][C:8]([C:5]2[N:6]=[N:7][C:2]([Cl:1])=[CH:3][CH:4]=2)=[O:10])[CH2:21][CH2:20]1, predict the reactants needed to synthesize it. (4) Given the product [O:14]=[S:15]1(=[O:4])[CH:16]=[CH:17][CH:18]([C:21]2[CH:26]=[CH:25][C:24]([N:27]3[CH2:31][C@H:30]([CH2:32][NH:33][C:34](=[O:36])[CH3:35])[O:29][C:28]3=[O:37])=[CH:23][CH:22]=2)[CH2:19][CH2:20]1, predict the reactants needed to synthesize it. The reactants are: FC(F)(F)C(OC(=O)C(F)(F)F)=[O:4].[O:14]=[S:15]1[CH2:20][CH2:19][CH:18]([C:21]2[CH:26]=[CH:25][C:24]([N:27]3[CH2:31][C@H:30]([CH2:32][NH:33][C:34](=[O:36])[CH3:35])[O:29][C:28]3=[O:37])=[CH:23][CH:22]=2)[CH2:17][CH2:16]1.CN1CCOCC1. (5) Given the product [CH2:12]([O:14][C:15](=[O:21])[CH:16]([O:1][C:2]1[CH:10]=[CH:9][CH:8]=[C:7]2[C:3]=1[CH:4]=[C:5]([CH3:11])[NH:6]2)[CH:17]([CH3:19])[CH3:18])[CH3:13], predict the reactants needed to synthesize it. The reactants are: [OH:1][C:2]1[CH:10]=[CH:9][CH:8]=[C:7]2[C:3]=1[CH:4]=[C:5]([CH3:11])[NH:6]2.[CH2:12]([O:14][C:15](=[O:21])[CH:16](Br)[CH:17]([CH3:19])[CH3:18])[CH3:13].C(=O)([O-])[O-].[K+].[K+].